From a dataset of Catalyst prediction with 721,799 reactions and 888 catalyst types from USPTO. Predict which catalyst facilitates the given reaction. (1) Reactant: [Cl:1][C:2]1[C:3]([NH:22][C:23](=[O:33])[CH2:24][C@@H:25]([CH3:32])[C:26]2[CH:31]=[CH:30][CH:29]=[CH:28][CH:27]=2)=[C:4]2[C:9](=[CH:10][CH:11]=1)[N:8]=[C:7]([N:12]1[CH2:16][CH2:15][C@@H:14](OS(C)(=O)=O)[CH2:13]1)[CH:6]=[CH:5]2.[NH2:34][CH2:35][CH2:36][CH2:37][OH:38]. Product: [Cl:1][C:2]1[C:3]([NH:22][C:23](=[O:33])[CH2:24][C@@H:25]([CH3:32])[C:26]2[CH:27]=[CH:28][CH:29]=[CH:30][CH:31]=2)=[C:4]2[C:9](=[CH:10][CH:11]=1)[N:8]=[C:7]([N:12]1[CH2:16][CH2:15][C@H:14]([NH:34][CH2:35][CH2:36][CH2:37][OH:38])[CH2:13]1)[CH:6]=[CH:5]2. The catalyst class is: 10. (2) Reactant: [N+](C1C=C(C=C([N+]([O-])=O)C=1)C([O:9][CH2:10][C:11]1[CH:16]=[CH:15][CH:14]=[C:13]([O:17][CH3:18])[C:12]=1[CH2:19][CH:20]=[CH2:21])=O)([O-])=O.[OH-].[K+].O. Product: [CH2:19]([C:12]1[C:13]([O:17][CH3:18])=[CH:14][CH:15]=[CH:16][C:11]=1[CH2:10][OH:9])[CH:20]=[CH2:21]. The catalyst class is: 5. (3) Reactant: [NH2:1][C:2]1[CH:7]=[CH:6][CH:5]=[C:4]([NH2:8])[N:3]=1.Br[C:10]1[C:11](=[O:18])[N:12]([CH3:17])[CH:13]=[C:14]([Br:16])[CH:15]=1.CC1(C)C2C=CC=C(P(C3C=CC=CC=3)C3C=CC=CC=3)C=2OC2C1=CC=CC=2P(C1C=CC=CC=1)C1C=CC=CC=1.C([O-])([O-])=O.[Cs+].[Cs+]. Product: [NH2:8][C:4]1[N:3]=[C:2]([NH:1][C:10]2[C:11](=[O:18])[N:12]([CH3:17])[CH:13]=[C:14]([Br:16])[CH:15]=2)[CH:7]=[CH:6][CH:5]=1. The catalyst class is: 62. (4) Reactant: C[O:2][C:3]1[CH:8]=[C:7]([O:9]C)[N:6]=[C:5]([N:11]2[CH2:16][CH2:15][O:14][CH2:13][C@@H:12]2[CH3:17])[N:4]=1.[I-].[Na+].[Si](Cl)(C)(C)C.S(=O)(=O)(O)[O-].[Na+]. Product: [CH3:17][C@H:12]1[CH2:13][O:14][CH2:15][CH2:16][N:11]1[C:5]1[N:4]=[C:3]([OH:2])[CH:8]=[C:7]([OH:9])[N:6]=1. The catalyst class is: 47. (5) Reactant: [Li+].CC([N-]C(C)C)C.[F:9][C:10]1[CH:17]=[CH:16][CH:15]=[C:14]([I:18])[C:11]=1[C:12]#[N:13].[CH:19](OC)=[O:20].O. Product: [F:9][C:10]1[C:17]([CH:19]=[O:20])=[CH:16][CH:15]=[C:14]([I:18])[C:11]=1[C:12]#[N:13]. The catalyst class is: 1. (6) Reactant: [CH2:1]([O:8][C@H:9]1[C@H:14]([O:15][CH2:16][C:17]2[CH:22]=[CH:21][CH:20]=[CH:19][CH:18]=2)[C@@H:13]([O:23][CH2:24][C:25]2[CH:30]=[CH:29][CH:28]=[CH:27][CH:26]=2)[C@@:12]([C:33]2[CH:38]=[CH:37][C:36]([Cl:39])=[C:35]([CH2:40][C:41]3[CH:46]=[CH:45][C:44]([O:47][CH2:48][CH2:49][O:50][CH:51]4[CH2:53][CH2:52]4)=[CH:43][CH:42]=3)[CH:34]=2)([O:31][CH3:32])[O:11][C:10]1(CO)[CH2:54][OH:55])[C:2]1[CH:7]=[CH:6][CH:5]=[CH:4][CH:3]=1.FC(F)(F)C(O)=O. Product: [CH2:1]([O:8][C@H:9]1[C@H:14]([O:15][CH2:16][C:17]2[CH:18]=[CH:19][CH:20]=[CH:21][CH:22]=2)[C@@H:13]([O:23][CH2:24][C:25]2[CH:30]=[CH:29][CH:28]=[CH:27][CH:26]=2)[C@:12]2([C:33]3[CH:38]=[CH:37][C:36]([Cl:39])=[C:35]([CH2:40][C:41]4[CH:42]=[CH:43][C:44]([O:47][CH2:48][CH2:49][O:50][CH:51]5[CH2:53][CH2:52]5)=[CH:45][CH:46]=4)[CH:34]=3)[O:11][C@@:10]1([CH2:54][OH:55])[CH2:32][O:31]2)[C:2]1[CH:3]=[CH:4][CH:5]=[CH:6][CH:7]=1. The catalyst class is: 2. (7) Product: [O:45]=[C:44]([CH2:31][C:30]1[CH:25]=[CH:26][CH:27]=[CH:28][CH:29]=1)/[CH:43]=[CH:2]/[CH:3]1[CH2:7][O:6][C:5](=[O:8])[N:4]1[CH2:9][CH2:10][CH2:11][CH2:12][CH2:13][CH2:14][C:15]([O:17][CH2:18][CH3:19])=[O:16]. Reactant: O[CH2:2][CH:3]1[CH2:7][O:6][C:5](=[O:8])[N:4]1[CH2:9][CH2:10][CH2:11][CH2:12][CH2:13][CH2:14][C:15]([O:17][CH2:18][CH3:19])=[O:16].CC(OI1(OC(C)=O)(OC(C)=O)O[C:31](=O)[C:30]2[CH:29]=[CH:28][CH:27]=[CH:26][C:25]1=2)=O.C1C[O:45][CH2:44][CH2:43]1. The catalyst class is: 4. (8) Reactant: Cl.CN(C)CCCN=C=NCC.O.ON1C2C=CC=CC=2N=N1.CN1CCOCC1.[CH2:31]([O:38][C:39]([CH:41]([CH2:51][CH2:52][C:53]1[CH:58]=[CH:57][CH:56]=[CH:55][CH:54]=1)[CH2:42][C:43]1([C:48](O)=[O:49])[CH2:47][CH2:46][CH2:45][CH2:44]1)=[O:40])[C:32]1[CH:37]=[CH:36][CH:35]=[CH:34][CH:33]=1.[NH2:59][C:60]1[S:61][C:62]([CH3:65])=[N:63][N:64]=1. Product: [CH3:65][C:62]1[S:61][C:60]([NH:59][C:48]([C:43]2([CH2:42][CH:41]([CH2:51][CH2:52][C:53]3[CH:54]=[CH:55][CH:56]=[CH:57][CH:58]=3)[C:39]([O:38][CH2:31][C:32]3[CH:37]=[CH:36][CH:35]=[CH:34][CH:33]=3)=[O:40])[CH2:47][CH2:46][CH2:45][CH2:44]2)=[O:49])=[N:64][N:63]=1. The catalyst class is: 9. (9) Reactant: CS(O[CH:6]1[CH2:9][N:8]([C:10]2[S:11][CH:12]=[C:13]([C:15](=[O:23])[NH:16][C:17]3[CH:22]=[CH:21][CH:20]=[CH:19][CH:18]=3)[N:14]=2)[CH2:7]1)(=O)=O.[C:24]([O-:27])(=[S:26])[CH3:25].[K+]. Product: [C:24]([S:26][CH:6]1[CH2:7][N:8]([C:10]2[S:11][CH:12]=[C:13]([C:15](=[O:23])[NH:16][C:17]3[CH:18]=[CH:19][CH:20]=[CH:21][CH:22]=3)[N:14]=2)[CH2:9]1)(=[O:27])[CH3:25]. The catalyst class is: 9. (10) Reactant: [Cl:1][C:2]1[CH:3]=[C:4]([CH:19]=[CH:20][C:21]=1[Cl:22])[O:5][CH:6]1[CH2:11][CH2:10][N:9]([CH2:12][CH:13]2[O:18][CH2:17][CH2:16][NH:15][CH2:14]2)[CH2:8][CH2:7]1.C(N(CC)CC)C.[F:30][C:31]1[CH:32]=[CH:33][C:34]2[N:35]([CH:37]=[C:38]([C:40](Cl)=[O:41])[N:39]=2)[CH:36]=1.C([O-])(O)=O.[Na+]. Product: [Cl:1][C:2]1[CH:3]=[C:4]([CH:19]=[CH:20][C:21]=1[Cl:22])[O:5][CH:6]1[CH2:11][CH2:10][N:9]([CH2:12][CH:13]2[O:18][CH2:17][CH2:16][N:15]([C:40]([C:38]3[N:39]=[C:34]4[CH:33]=[CH:32][C:31]([F:30])=[CH:36][N:35]4[CH:37]=3)=[O:41])[CH2:14]2)[CH2:8][CH2:7]1. The catalyst class is: 4.